This data is from Forward reaction prediction with 1.9M reactions from USPTO patents (1976-2016). The task is: Predict the product of the given reaction. (1) Given the reactants [CH2:1]([N:4]1C[CH2:8][CH2:7][CH2:6][C:5]1=O)[CH2:2][CH3:3].[OH-].[Na+].Cl.[C:14](=[O:17])([O-])[O-:15].[Na+].[Na+].[Br:20][C:21]1[CH:22]=[CH:23][C:24](F)=[C:25]([CH:28]=1)[CH:26]=[O:27], predict the reaction product. The product is: [Br:20][C:21]1[CH:22]=[CH:23][C:24]([N:4]([CH2:1][CH2:2][CH3:3])[CH2:5][CH2:6][CH2:7][CH2:8][C:14]([OH:15])=[O:17])=[C:25]([CH:26]=[O:27])[CH:28]=1. (2) The product is: [OH:41][CH2:40][CH:39]([NH:38][C:9]([C:11]1[N:12]([CH3:33])[C:13]2[C:21]([C:22]=1[Br:23])=[C:20]1[C:19](=[O:24])[NH:18][C:17](=[O:25])[C:16]1=[C:15]([C:26]1[CH:31]=[CH:30][CH:29]=[CH:28][C:27]=1[Cl:32])[CH:14]=2)=[O:10])[CH2:42][OH:43]. Given the reactants FC1C(O[C:9]([C:11]2[N:12]([CH3:33])[C:13]3[C:21]([C:22]=2[Br:23])=[C:20]2[C:16]([C:17](=[O:25])[NH:18][C:19]2=[O:24])=[C:15]([C:26]2[CH:31]=[CH:30][CH:29]=[CH:28][C:27]=2[Cl:32])[CH:14]=3)=[O:10])=C(F)C(F)=C(F)C=1F.[NH2:38][CH:39]([CH2:42][OH:43])[CH2:40][OH:41], predict the reaction product. (3) Given the reactants [CH2:1]([O:8][N:9]([CH2:12][C:13]1([C:18]([OH:20])=O)[CH2:17][CH2:16][CH2:15][CH2:14]1)[CH:10]=[O:11])[C:2]1[CH:7]=[CH:6][CH:5]=[CH:4][CH:3]=1.[NH:21]([C:23]1[N:28]=[C:27]([C:29]([F:32])([F:31])[F:30])[CH:26]=[CH:25][N:24]=1)[NH2:22].CN1CCOCC1.C1C=NC2N(O)N=NC=2C=1.Cl.CN(C)CCCN=C=NCC, predict the reaction product. The product is: [CH2:1]([O:8][N:9]([CH2:12][C:13]1([C:18]([NH:22][NH:21][C:23]2[N:28]=[C:27]([C:29]([F:31])([F:30])[F:32])[CH:26]=[CH:25][N:24]=2)=[O:20])[CH2:14][CH2:15][CH2:16][CH2:17]1)[CH:10]=[O:11])[C:2]1[CH:3]=[CH:4][CH:5]=[CH:6][CH:7]=1. (4) Given the reactants [CH2:1]([C:16]1[CH:17]=[C:18]([CH:26]=[CH:27][CH:28]=1)[O:19][CH:20]([CH2:24][CH3:25])[C:21](O)=[O:22])[CH2:2][CH2:3][CH2:4][CH2:5][CH2:6][CH2:7][CH2:8][CH2:9][CH2:10][CH2:11][CH2:12][CH2:13][CH2:14][CH3:15].S(Cl)([Cl:31])=O, predict the reaction product. The product is: [CH2:1]([C:16]1[CH:17]=[C:18]([CH:26]=[CH:27][CH:28]=1)[O:19][CH:20]([CH2:24][CH3:25])[C:21]([Cl:31])=[O:22])[CH2:2][CH2:3][CH2:4][CH2:5][CH2:6][CH2:7][CH2:8][CH2:9][CH2:10][CH2:11][CH2:12][CH2:13][CH2:14][CH3:15]. (5) Given the reactants [C:1]([N:5]1[C:9]([C:10]2[CH:15]=[CH:14][C:13]([CH3:16])=[CH:12][CH:11]=2)=[CH:8][C:7]([CH2:17][CH2:18][CH:19]=O)=[N:6]1)([CH3:4])([CH3:3])[CH3:2].[F:21][C:22]1[CH:27]=[CH:26][CH:25]=[CH:24][C:23]=1[N:28]1[CH2:33][CH2:32][NH:31][CH2:30][CH2:29]1.CCN(C(C)C)C(C)C.[BH-](OC(C)=O)(OC(C)=O)OC(C)=O.[Na+], predict the reaction product. The product is: [C:1]([N:5]1[C:9]([C:10]2[CH:15]=[CH:14][C:13]([CH3:16])=[CH:12][CH:11]=2)=[CH:8][C:7]([CH2:17][CH2:18][CH2:19][N:31]2[CH2:30][CH2:29][N:28]([C:23]3[CH:24]=[CH:25][CH:26]=[CH:27][C:22]=3[F:21])[CH2:33][CH2:32]2)=[N:6]1)([CH3:4])([CH3:3])[CH3:2]. (6) Given the reactants [CH2:1]([C:4]1[CH:5]=[C:6]2[O:12][C:11]([NH:13][C:14]([O:16][C:17]([CH3:20])([CH3:19])[CH3:18])=[O:15])=[C:10]([C:21]([O:23][CH2:24][CH3:25])=[O:22])[C:7]2=[N:8][CH:9]=1)[CH:2]=C.C[N+]1([O-])CC[O:30]CC1.S([O-])([O-])=O.[Na+].[Na+].CC(O)=O, predict the reaction product. The product is: [C:17]([O:16][C:14]([NH:13][C:11]1[O:12][C:6]2[C:7](=[N:8][CH:9]=[C:4]([CH2:1][CH:2]=[O:30])[CH:5]=2)[C:10]=1[C:21]([O:23][CH2:24][CH3:25])=[O:22])=[O:15])([CH3:18])([CH3:19])[CH3:20]. (7) Given the reactants [CH2:1]([O:4][N:5]=[C:6]1[CH2:10][N:9]([C:11]([O:13]C(C)(C)C)=O)[C@H:8]([C:18]([OH:20])=O)[CH2:7]1)[CH:2]=[CH2:3].[C:21]([N:29]=C=O)(=[O:28])[C:22]1[CH:27]=[CH:26][CH:25]=[CH:24][CH:23]=1.[CH2:32]([N:34]1[C:46]2[CH:45]=[CH:44][C:43]([NH2:47])=[CH:42][C:41]=2[C:40]2[C:35]1=[CH:36][CH:37]=[CH:38][CH:39]=2)[CH3:33], predict the reaction product. The product is: [CH2:1]([O:4][N:5]=[C:6]1[CH2:10][N:9]([C:11]([NH:29][C:21](=[O:28])[C:22]2[CH:23]=[CH:24][CH:25]=[CH:26][CH:27]=2)=[O:13])[C@H:8]([C:18]([NH:47][C:43]2[CH:44]=[CH:45][C:46]3[N:34]([CH2:32][CH3:33])[C:35]4[C:40]([C:41]=3[CH:42]=2)=[CH:39][CH:38]=[CH:37][CH:36]=4)=[O:20])[CH2:7]1)[CH:2]=[CH2:3].